From a dataset of Forward reaction prediction with 1.9M reactions from USPTO patents (1976-2016). Predict the product of the given reaction. (1) The product is: [C:50]([O:52][CH2:1][CH2:2][C@@H:3]([CH:28]([CH3:29])[CH3:30])[CH2:4][CH2:5][C@H:6]([C@@H:8]1[C@:12]2([CH3:27])[C@H:11]([C@H:16]3[C@H:15]([CH2:14][CH2:13]2)[C@:20]2([CH3:26])[CH:19]([CH2:24][CH2:23][CH2:22][CH2:21]2)[CH2:18][CH2:17]3)[CH2:10][CH2:9]1)[CH3:7])(=[O:51])[CH:49]=[CH:48][CH:47]=[CH:46][CH:45]=[CH:44][CH:43]=[CH:42][CH:41]=[CH:40][CH2:39][CH2:38][CH2:37][CH2:36][CH2:35][CH2:34][CH2:33][CH2:32][CH3:31]. Given the reactants [CH3:1][CH2:2][C@@H:3]([CH:28]([CH3:30])[CH3:29])[CH2:4][CH2:5][C@H:6]([C@@H:8]1[C@@:12]2([CH3:27])[CH2:13][CH2:14][C@@H:15]3[C@@:20]4([CH3:26])[CH2:21][CH2:22][C@H:23](O)[CH2:24][C@@H:19]4[CH2:18][CH2:17][C@H:16]3[C@@H:11]2[CH2:10][CH2:9]1)[CH3:7].[CH3:31][CH2:32]/[CH:33]=[CH:34]\[CH2:35]/[CH:36]=[CH:37]\[CH2:38]/[CH:39]=[CH:40]\[CH2:41]/[CH:42]=[CH:43]\[CH2:44]/[CH:45]=[CH:46]\[CH2:47][CH2:48][CH2:49][C:50]([OH:52])=[O:51], predict the reaction product. (2) Given the reactants [N:1]1([CH:7]2[CH2:12][CH2:11][CH:10]([NH:13]C(=O)OC(C)(C)C)[CH2:9][CH2:8]2)[CH2:6][CH2:5][O:4][CH2:3][CH2:2]1.[ClH:21].CCOCC, predict the reaction product. The product is: [ClH:21].[ClH:21].[N:1]1([CH:7]2[CH2:8][CH2:9][CH:10]([NH2:13])[CH2:11][CH2:12]2)[CH2:2][CH2:3][O:4][CH2:5][CH2:6]1. (3) Given the reactants [CH3:1][O:2][CH2:3][C:4]#[C:5][C:6]1[CH:7]=[C:8]([C:12]2[CH:13]=[C:14]3[C:41](=[CH:42][CH:43]=2)[O:40][CH2:39][C:35]2([CH2:38][O:37][CH2:36]2)[C:15]23[CH2:19][O:18][C:17]([N:20](C(OC(C)(C)C)=O)C(OC(C)(C)C)=O)=[N:16]2)[CH:9]=[N:10][CH:11]=1, predict the reaction product. The product is: [CH3:1][O:2][CH2:3][C:4]#[C:5][C:6]1[CH:7]=[C:8]([C:12]2[CH:13]=[C:14]3[C:41](=[CH:42][CH:43]=2)[O:40][CH2:39][C:35]2([CH2:38][O:37][CH2:36]2)[C:15]23[CH2:19][O:18][C:17]([NH2:20])=[N:16]2)[CH:9]=[N:10][CH:11]=1. (4) Given the reactants [CH3:1][N:2]([CH2:4][C:5]1[CH:10]=[CH:9][C:8]([C:11]2[CH:16]=[CH:15][CH:14]=[C:13]([N:17]3[C:22]4[N:23]=[CH:24][C:25]([F:27])=[CH:26][C:21]=4[C:20](=[O:28])[N:19]([C@@H:29]4[CH2:34][CH2:33][C@H:32]([NH:35][C:36](=[O:53])[C:37]5[CH:42]=[CH:41][CH:40]=[CH:39][C:38]=5[O:43][CH2:44][CH2:45][O:46]C5CCCCO5)[CH2:31][CH2:30]4)[C:18]3=[O:54])[CH:12]=2)=[CH:7][CH:6]=1)[CH3:3].C(O)(=O)C.C(=O)(O)[O-].[Na+], predict the reaction product. The product is: [CH3:3][N:2]([CH2:4][C:5]1[CH:6]=[CH:7][C:8]([C:11]2[CH:16]=[CH:15][CH:14]=[C:13]([N:17]3[C:22]4[N:23]=[CH:24][C:25]([F:27])=[CH:26][C:21]=4[C:20](=[O:28])[N:19]([C@@H:29]4[CH2:34][CH2:33][C@H:32]([NH:35][C:36](=[O:53])[C:37]5[CH:42]=[CH:41][CH:40]=[CH:39][C:38]=5[O:43][CH2:44][CH2:45][OH:46])[CH2:31][CH2:30]4)[C:18]3=[O:54])[CH:12]=2)=[CH:9][CH:10]=1)[CH3:1]. (5) Given the reactants [Br-].[CH2:2]([Zn+])[CH2:3][CH3:4].[C:6]([O:10][C:11]([N:13]1[C@@H:18]([C@@H:19]([OH:34])[C@@H:20]([NH:30][C:31](=[O:33])[CH3:32])[CH2:21][C:22]2[CH:27]=[C:26]([F:28])[CH:25]=[C:24](Br)[CH:23]=2)[CH2:17][O:16][C@@H:15]([O:35][CH2:36][C:37]([CH3:40])([CH3:39])[CH3:38])[C@@H:14]1[CH3:41])=[O:12])([CH3:9])([CH3:8])[CH3:7], predict the reaction product. The product is: [C:6]([O:10][C:11]([N:13]1[C@@H:18]([C@@H:19]([OH:34])[C@@H:20]([NH:30][C:31](=[O:33])[CH3:32])[CH2:21][C:22]2[CH:27]=[C:26]([F:28])[CH:25]=[C:24]([CH2:2][CH2:3][CH3:4])[CH:23]=2)[CH2:17][O:16][C@@H:15]([O:35][CH2:36][C:37]([CH3:40])([CH3:39])[CH3:38])[C@@H:14]1[CH3:41])=[O:12])([CH3:9])([CH3:8])[CH3:7]. (6) Given the reactants Cl[C:2]1[N:7]=[CH:6][N:5]=[C:4]([C:8]([NH:10][C:11]2[CH:16]=[CH:15][C:14]([OH:17])=[CH:13][C:12]=2[CH3:18])=[O:9])[CH:3]=1.[CH:19]1([OH:25])[CH2:24][CH2:23][CH2:22][CH2:21][CH2:20]1, predict the reaction product. The product is: [CH:19]1([O:25][C:2]2[N:7]=[CH:6][N:5]=[C:4]([C:8]([NH:10][C:11]3[CH:16]=[CH:15][C:14]([OH:17])=[CH:13][C:12]=3[CH3:18])=[O:9])[CH:3]=2)[CH2:24][CH2:23][CH2:22][CH2:21][CH2:20]1. (7) The product is: [CH2:10]([O:9][C:7]([N:5]1[CH2:6][C:2]([F:21])([F:1])[CH2:3][C@H:4]1[C:17]([OH:19])=[O:18])=[O:8])[C:11]1[CH:12]=[CH:13][CH:14]=[CH:15][CH:16]=1. Given the reactants [F:1][C:2]1([F:21])[CH2:6][N:5]([C:7]([O:9][CH2:10][C:11]2[CH:16]=[CH:15][CH:14]=[CH:13][CH:12]=2)=[O:8])[C@H:4]([C:17]([O:19]C)=[O:18])[CH2:3]1.[OH-].[Na+], predict the reaction product. (8) Given the reactants [CH2:1]1[O:5][C@@H:4]2[C@@H:6]([OH:9])[CH2:7][O:8][C@@H:3]2[C@@H:2]1[OH:10].[C:11]([OH:19])(=[O:18])[C:12]([CH2:14][C:15]([OH:17])=[O:16])=[CH2:13], predict the reaction product. The product is: [CH2:1]1[O:5][C@@H:4]2[C@@H:6]([OH:9])[CH2:7][O:8][C@@H:3]2[C@@H:2]1[OH:10].[C:11]([OH:19])(=[O:18])[C:12]([CH2:14][C:15]([OH:17])=[O:16])=[CH2:13]. (9) Given the reactants [Si:1]([O:8][C:9]1[CH:10]=[C:11](/[C:15](/[CH2:22][CH3:23])=[CH:16]/[C:17](OCC)=[O:18])[CH:12]=[CH:13][CH:14]=1)([C:4]([CH3:7])([CH3:6])[CH3:5])([CH3:3])[CH3:2].[H-].[Al+3].[Li+].[H-].[H-].[H-], predict the reaction product. The product is: [Si:1]([O:8][C:9]1[CH:10]=[C:11](/[C:15](/[CH2:22][CH3:23])=[CH:16]/[CH2:17][OH:18])[CH:12]=[CH:13][CH:14]=1)([C:4]([CH3:7])([CH3:6])[CH3:5])([CH3:2])[CH3:3].